The task is: Predict the reactants needed to synthesize the given product.. This data is from Full USPTO retrosynthesis dataset with 1.9M reactions from patents (1976-2016). (1) Given the product [NH2:25][C:16](=[O:18])[C@H:9]([NH:8][C:6](=[O:7])[O:5][C:2]([CH3:4])([CH3:3])[CH3:1])[C:10]1[CH:15]=[CH:14][CH:13]=[CH:12][CH:11]=1, predict the reactants needed to synthesize it. The reactants are: [CH3:1][C:2]([O:5][C:6]([NH:8][C@@H:9]([C:16]([OH:18])=O)[C:10]1[CH:15]=[CH:14][CH:13]=[CH:12][CH:11]=1)=[O:7])([CH3:4])[CH3:3].C1C=C2[N:25]=NN(O)C2=CC=1.O.C(Cl)CCl.[NH4+].[OH-]. (2) Given the product [Br:21][CH2:1][C:2]1[C:3]([N:12]([CH2:19][CH3:20])[CH2:13][CH:14]2[CH2:18][CH2:17][CH2:16][CH2:15]2)=[N:4][C:5]2[C:10]([N:11]=1)=[CH:9][CH:8]=[CH:7][CH:6]=2, predict the reactants needed to synthesize it. The reactants are: [CH3:1][C:2]1[C:3]([N:12]([CH2:19][CH3:20])[CH2:13][CH:14]2[CH2:18][CH2:17][CH2:16][CH2:15]2)=[N:4][C:5]2[C:10]([N:11]=1)=[CH:9][CH:8]=[CH:7][CH:6]=2.[Br:21]N1C(=O)CCC1=O.